Dataset: Antibody paratope prediction from SAbDab with 1,023 antibody chains. Task: Token-level Classification. Given an antibody amino acid sequence, predict which amino acid positions are active in antigen binding. Output is a list of indices for active paratope positions. (1) Given the antibody sequence: VQLQESGPSLVKPSQTLSLTCSVTGDSITSDFWSWIRKFPGNRLEYMGYVSYSGSTYYNPSLKSRISITRDTSKNQYYLDLNSVTTEDTATYYCANWDGDYWGQGTLVTVS, which amino acid positions are active in antigen binding (paratope)? The paratope positions are: [51, 52, 81, 82, 83]. (2) Given the antibody sequence: QVQLQESGPGLVKPSETLSLTCTVSGGSISSYYWSWIRQPPGKGLEWIGYIYYSGSTDYNPSLKSRVTISVDTSKNQFSLKLSSVTAADTAVYYCARRRSDFETVDFIYHYMDVWGKGTTVTVSS, which amino acid positions are active in antigen binding (paratope)? The paratope positions are: [82, 83, 84, 103, 104, 105, 106, 107, 108, 109, 110, 111]. (3) Given the antibody sequence: EVQLQESGPGLVKPSQTLSLTCTVSGGSITTRYYAWSWIRQPPGKGLEWMGVIDYDGDTYYSPSLKSRTSISWDTSKNQFSLQLSSVTPEDTAVYYCARDPDVVTGFHYDYWGQGTQVTVSS, which amino acid positions are active in antigen binding (paratope)? The paratope positions are: [31, 32, 84, 85, 86, 105, 106, 107, 108]. (4) The paratope positions are: [52, 83, 84, 85, 104, 105, 106, 107, 108, 109, 110]. Given the antibody sequence: EVQLQQSGTVLARPGASVKMSCKASGYSFTSYWMHWVKQRPGQGLEWIGAVYPGNSDTSYNQKFKGKAKLTAVTSASTAYMELSSLTNEDSAVYYCSRSSLDGYYVKNWCFDVWGQGTTVTVSS, which amino acid positions are active in antigen binding (paratope)? (5) Given the antibody sequence: QVQLQQSGPEDVKPGASVKISCKASGYTFTDYYMNWVKQSPGKGLEWIGDINPNNGGTSYNQKFKGRATLTVDKSSSTAYMELRSLTSEDSSVYYCESQSGAYWGQGTTVTVSA, which amino acid positions are active in antigen binding (paratope)? The paratope positions are: [52, 83, 84, 85]. (6) Given the antibody sequence: EVQLVESGGGLVQPGGSLRLSCAASGFTFSRYTMSWVRQAPGKGLEWVATISGGGHTYYLDSVKGRFTISRDNSKNTLYLQMNSLRAEDTAVYYCTRGFGDGGYFDVWGQGTLVTVSS, which amino acid positions are active in antigen binding (paratope)? The paratope positions are: [52, 82, 83, 84, 103, 104]. (7) Given the antibody sequence: VKLQESGAVVQPGGSLRLSCAASGFTGSDYDMSWIRQAPGKGLEWVSGILGGSERSYYRDSVKGRSTISRDNSRKTLYLEMNSLRAEDTAVYYCARHSWGAYVQYGMDGWGQGTTVTVSS, which amino acid positions are active in antigen binding (paratope)? The paratope positions are: [50, 81, 82, 83, 102, 103, 104, 105, 106].